Dataset: Forward reaction prediction with 1.9M reactions from USPTO patents (1976-2016). Task: Predict the product of the given reaction. (1) Given the reactants Cl.[N:2]12[CH2:9][CH2:8][CH:5]([CH2:6][CH2:7]1)[CH:4]([C:10]([OH:12])=[O:11])[CH2:3]2.C(Cl)CCl.C1C=CC2N(O)N=NC=2C=1.C(N(CC)CC)C.[F:34][C:35]1[CH:36]=[C:37]([CH2:41]O)[CH:38]=[CH:39][CH:40]=1, predict the reaction product. The product is: [N:2]12[CH2:9][CH2:8][CH:5]([CH2:6][CH2:7]1)[CH:4]([C:10]([O:12][CH2:41][C:37]1[CH:38]=[CH:39][CH:40]=[C:35]([F:34])[CH:36]=1)=[O:11])[CH2:3]2. (2) The product is: [Cl:20][CH2:19][C@H:21]([OH:23])[CH2:22][C:2]1[CH:7]=[CH:6][CH:5]=[CH:4][C:3]=1[O:8][CH3:9]. Given the reactants Br[C:2]1[CH:7]=[CH:6][CH:5]=[CH:4][C:3]=1[O:8][CH3:9].C([Li])CCC.B(F)(F)F.[CH2:19]([C@@H:21]1[O:23][CH2:22]1)[Cl:20], predict the reaction product. (3) The product is: [CH3:39][N:40]([CH3:45])[CH2:41][CH2:42][CH2:43][NH:44][C:24]([C:19]1[C:18]([C:15]2[CH:16]=[CH:17][C:12]([CH2:11][S:10][CH2:9][CH2:8][O:1][C:2]3[CH:3]=[CH:4][CH:5]=[CH:6][CH:7]=3)=[CH:13][CH:14]=2)=[CH:23][CH:22]=[CH:21][CH:20]=1)=[O:26]. Given the reactants [O:1]([CH2:8][CH2:9][S:10][CH2:11][C:12]1[CH:17]=[CH:16][C:15]([C:18]2[C:19]([C:24]([OH:26])=O)=[CH:20][CH:21]=[CH:22][CH:23]=2)=[CH:14][CH:13]=1)[C:2]1[CH:7]=[CH:6][CH:5]=[CH:4][CH:3]=1.C(N1C=CN=C1)(N1C=CN=C1)=O.[CH3:39][N:40]([CH3:45])[CH2:41][CH2:42][CH2:43][NH2:44], predict the reaction product. (4) Given the reactants CC1(C)C(C)(C)OB([C:9]2[CH:10]=[N:11][C:12]([N:15]3[CH2:20][CH2:19][N:18]([C:21]([O:23][C:24]([CH3:27])([CH3:26])[CH3:25])=[O:22])[CH2:17][CH2:16]3)=[N:13][CH:14]=2)O1.[OH:29]O, predict the reaction product. The product is: [OH:29][C:9]1[CH:10]=[N:11][C:12]([N:15]2[CH2:20][CH2:19][N:18]([C:21]([O:23][C:24]([CH3:27])([CH3:26])[CH3:25])=[O:22])[CH2:17][CH2:16]2)=[N:13][CH:14]=1. (5) Given the reactants [C:1]([C:3]([C:14]([O:16][C:17]([CH3:20])([CH3:19])[CH3:18])=[O:15])([CH2:9][C:10](OC)=[O:11])[CH2:4][C:5]([O:7][CH3:8])=[O:6])#[N:2].[H][H], predict the reaction product. The product is: [CH3:8][O:7][C:5](=[O:6])[CH2:4][C:3]1([C:14]([O:16][C:17]([CH3:20])([CH3:19])[CH3:18])=[O:15])[CH2:9][C:10](=[O:11])[NH:2][CH2:1]1. (6) Given the reactants [H-].[Na+].[C:3]([O:8][CH2:9][CH3:10])(=[O:7])[CH:4]([CH3:6])[OH:5].[F:11][C:12]1[CH:19]=[CH:18][C:15]([CH2:16]Br)=[CH:14][CH:13]=1, predict the reaction product. The product is: [CH2:9]([O:8][C:3](=[O:7])[CH:4]([O:5][CH2:16][C:15]1[CH:18]=[CH:19][C:12]([F:11])=[CH:13][CH:14]=1)[CH3:6])[CH3:10]. (7) Given the reactants [CH3:1][C:2]1([CH3:19])[O:7][CH2:6][C:5]([CH2:17][OH:18])([CH2:8][N:9]2[CH:13]=[CH:12][N:11]=[C:10]2[N+:14]([O-:16])=[O:15])[CH2:4][O:3]1.[C:20]1([CH3:30])[CH:25]=[CH:24][C:23]([S:26](Cl)(=[O:28])=[O:27])=[CH:22][CH:21]=1.[Cl-].[NH4+].O, predict the reaction product. The product is: [CH3:1][C:2]1([CH3:19])[O:3][CH2:4][C:5]([CH2:8][N:9]2[CH:13]=[CH:12][N:11]=[C:10]2[N+:14]([O-:16])=[O:15])([CH2:17][O:18][S:26]([C:23]2[CH:24]=[CH:25][C:20]([CH3:30])=[CH:21][CH:22]=2)(=[O:28])=[O:27])[CH2:6][O:7]1. (8) The product is: [ClH:18].[C:1]([C:5]1[N:6]=[C:7]([N:12]2[CH2:13][CH2:14][N:15]([CH2:19][CH2:20][CH2:21][CH2:22][N:23]3[C:29]4[CH:30]=[CH:31][CH:32]=[CH:33][C:28]=4[C:27](=[O:34])[CH2:26][CH2:25][C:24]3=[O:35])[CH2:16][CH2:17]2)[CH:8]=[C:9]([CH3:11])[N:10]=1)([CH3:4])([CH3:2])[CH3:3]. Given the reactants [C:1]([C:5]1[N:10]=[C:9]([CH3:11])[CH:8]=[C:7]([N:12]2[CH2:17][CH2:16][NH:15][CH2:14][CH2:13]2)[N:6]=1)([CH3:4])([CH3:3])[CH3:2].[Cl:18][CH2:19][CH2:20][CH2:21][CH2:22][N:23]1[C:29]2[CH:30]=[CH:31][CH:32]=[CH:33][C:28]=2[C:27](=[O:34])[CH2:26][CH2:25][C:24]1=[O:35], predict the reaction product.